From a dataset of NCI-60 drug combinations with 297,098 pairs across 59 cell lines. Regression. Given two drug SMILES strings and cell line genomic features, predict the synergy score measuring deviation from expected non-interaction effect. (1) Drug 2: CS(=O)(=O)CCNCC1=CC=C(O1)C2=CC3=C(C=C2)N=CN=C3NC4=CC(=C(C=C4)OCC5=CC(=CC=C5)F)Cl. Drug 1: C1=NC(=NC(=O)N1C2C(C(C(O2)CO)O)O)N. Synergy scores: CSS=6.03, Synergy_ZIP=-8.23, Synergy_Bliss=-4.31, Synergy_Loewe=-10.2, Synergy_HSA=-4.10. Cell line: HCT-15. (2) Drug 1: C1=CC(=CC=C1C#N)C(C2=CC=C(C=C2)C#N)N3C=NC=N3. Drug 2: C(CN)CNCCSP(=O)(O)O. Cell line: CAKI-1. Synergy scores: CSS=-2.25, Synergy_ZIP=1.30, Synergy_Bliss=-2.23, Synergy_Loewe=-2.87, Synergy_HSA=-5.28. (3) Drug 1: CC1=C2C(C(=O)C3(C(CC4C(C3C(C(C2(C)C)(CC1OC(=O)C(C(C5=CC=CC=C5)NC(=O)OC(C)(C)C)O)O)OC(=O)C6=CC=CC=C6)(CO4)OC(=O)C)OC)C)OC. Drug 2: CCCCCOC(=O)NC1=NC(=O)N(C=C1F)C2C(C(C(O2)C)O)O. Cell line: MALME-3M. Synergy scores: CSS=38.0, Synergy_ZIP=8.76, Synergy_Bliss=8.57, Synergy_Loewe=-11.4, Synergy_HSA=7.18. (4) Drug 1: C1CCC(C1)C(CC#N)N2C=C(C=N2)C3=C4C=CNC4=NC=N3. Drug 2: CC1CCC2CC(C(=CC=CC=CC(CC(C(=O)C(C(C(=CC(C(=O)CC(OC(=O)C3CCCCN3C(=O)C(=O)C1(O2)O)C(C)CC4CCC(C(C4)OC)OCCO)C)C)O)OC)C)C)C)OC. Cell line: SF-295. Synergy scores: CSS=25.0, Synergy_ZIP=-3.37, Synergy_Bliss=-6.42, Synergy_Loewe=-20.3, Synergy_HSA=-4.93. (5) Drug 1: CS(=O)(=O)CCNCC1=CC=C(O1)C2=CC3=C(C=C2)N=CN=C3NC4=CC(=C(C=C4)OCC5=CC(=CC=C5)F)Cl. Drug 2: N.N.Cl[Pt+2]Cl. Cell line: SF-268. Synergy scores: CSS=51.2, Synergy_ZIP=0.0409, Synergy_Bliss=-0.184, Synergy_Loewe=-8.75, Synergy_HSA=-0.221. (6) Drug 1: C1=CN(C(=O)N=C1N)C2C(C(C(O2)CO)O)O.Cl. Drug 2: CS(=O)(=O)CCNCC1=CC=C(O1)C2=CC3=C(C=C2)N=CN=C3NC4=CC(=C(C=C4)OCC5=CC(=CC=C5)F)Cl. Cell line: SK-OV-3. Synergy scores: CSS=18.8, Synergy_ZIP=-8.84, Synergy_Bliss=1.45, Synergy_Loewe=-4.95, Synergy_HSA=0.479. (7) Drug 1: C1=CC(=CC=C1C#N)C(C2=CC=C(C=C2)C#N)N3C=NC=N3. Drug 2: C1CN1P(=S)(N2CC2)N3CC3. Cell line: MCF7. Synergy scores: CSS=9.04, Synergy_ZIP=-3.94, Synergy_Bliss=-5.17, Synergy_Loewe=-5.86, Synergy_HSA=-5.46. (8) Drug 1: CC1CCC2CC(C(=CC=CC=CC(CC(C(=O)C(C(C(=CC(C(=O)CC(OC(=O)C3CCCCN3C(=O)C(=O)C1(O2)O)C(C)CC4CCC(C(C4)OC)O)C)C)O)OC)C)C)C)OC. Drug 2: C(CC(=O)O)C(=O)CN.Cl. Cell line: SF-539. Synergy scores: CSS=33.5, Synergy_ZIP=-6.42, Synergy_Bliss=-6.69, Synergy_Loewe=-4.03, Synergy_HSA=-1.30.